From a dataset of Reaction yield outcomes from USPTO patents with 853,638 reactions. Predict the reaction yield, written as a fraction of the theoretical maximum amount of product (1.0 means a 100% yield; for example, 0.34 means a 34% yield). (1) The reactants are [CH3:1][O:2][C@@H:3]1[CH2:8][C:7](=[O:9])[CH2:6][CH2:5][C@@H:4]1[C:10]([O:12][CH3:13])=[O:11].[BH4-].[Na+]. The catalyst is CO.[NH4+].[Cl-].C(OCC)(=O)C. The product is [OH:9][C@@H:7]1[CH2:6][CH2:5][C@H:4]([C:10]([O:12][CH3:13])=[O:11])[C@H:3]([O:2][CH3:1])[CH2:8]1. The yield is 0.920. (2) The yield is 0.740. No catalyst specified. The product is [CH2:1]([O:3][NH:4][CH2:5][C:6]1[CH:7]=[CH:8][C:9]([F:12])=[CH:10][CH:11]=1)[CH3:2]. The reactants are [CH2:1]([O:3][N:4]=[CH:5][C:6]1[CH:11]=[CH:10][C:9]([F:12])=[CH:8][CH:7]=1)[CH3:2].C([BH3-])#N.[Na+]. (3) The reactants are [F:1][C:2]1[CH:7]=[CH:6][C:5]([C:8]2[S:12][C:11]([CH3:13])=[N:10][C:9]=2[C:14]([OH:16])=O)=[CH:4][CH:3]=1.CN(C(ON1N=NC2C=CC=NC1=2)=[N+](C)C)C.F[P-](F)(F)(F)(F)F.C(N(CC)C(C)C)(C)C.[F:50][C:51]1[C:66]([F:67])=[CH:65][C:54]2[NH:55][C:56]([CH2:58][CH:59]3[CH2:64][CH2:63][CH2:62][CH2:61][NH:60]3)=[N:57][C:53]=2[CH:52]=1. The catalyst is CN(C=O)C. The product is [F:50][C:51]1[C:66]([F:67])=[CH:65][C:54]2[NH:55][C:56]([CH2:58][CH:59]3[CH2:64][CH2:63][CH2:62][CH2:61][N:60]3[C:14]([C:9]3[N:10]=[C:11]([CH3:13])[S:12][C:8]=3[C:5]3[CH:4]=[CH:3][C:2]([F:1])=[CH:7][CH:6]=3)=[O:16])=[N:57][C:53]=2[CH:52]=1. The yield is 0.970. (4) The reactants are [NH2:1][C:2]1[CH:7]=[C:6]([S:8]([CH2:11][CH3:12])(=[O:10])=[O:9])[CH:5]=[CH:4][C:3]=1[OH:13].[CH3:14][C:15]1[S:19][C:18]([CH:20]=O)=[CH:17][CH:16]=1.C([O-])(=O)C.C([O-])(=O)C.C([O-])(=O)C.C([O-])(=O)C.[Pb+4]. The catalyst is C(O)C. The product is [CH2:11]([S:8]([C:6]1[CH:5]=[CH:4][C:3]2[O:13][C:20]([C:18]3[S:19][C:15]([CH3:14])=[CH:16][CH:17]=3)=[N:1][C:2]=2[CH:7]=1)(=[O:10])=[O:9])[CH3:12]. The yield is 0.00300.